This data is from CYP3A4 inhibition data for predicting drug metabolism from PubChem BioAssay. The task is: Regression/Classification. Given a drug SMILES string, predict its absorption, distribution, metabolism, or excretion properties. Task type varies by dataset: regression for continuous measurements (e.g., permeability, clearance, half-life) or binary classification for categorical outcomes (e.g., BBB penetration, CYP inhibition). Dataset: cyp3a4_veith. (1) The compound is CCCS(=O)(=O)N1CCCC(C(=O)NCCN(Cc2ccccc2)C(C)C)C1. The result is 0 (non-inhibitor). (2) The compound is CC12c3ccccc3C(c3ccccc31)C1C(=O)N(Cc3cccnc3)C(=O)C12. The result is 1 (inhibitor). (3) The molecule is COc1ccc(-c2cc(C(F)(F)F)nc(NCc3cccnc3)n2)cc1. The result is 1 (inhibitor). (4) The compound is COc1ccccc1CNc1ncncc1-c1cccnc1. The result is 1 (inhibitor). (5) The drug is Cc1c(Br)c([N+](=O)[O-])nn1CC(=O)NCc1ccccn1. The result is 0 (non-inhibitor).